From a dataset of Forward reaction prediction with 1.9M reactions from USPTO patents (1976-2016). Predict the product of the given reaction. (1) Given the reactants [NH2:1][C:2]1[CH:3]=[C:4]([CH:21]=[CH:22][CH:23]=1)[O:5][C:6]1[CH:18]=[CH:17][C:9]2[N:10]=[C:11]([NH:13][C:14](=[O:16])[CH3:15])[S:12][C:8]=2[C:7]=1[C:19]#[N:20].[Cl:24][C:25]1[CH:30]=[CH:29][C:28]([N:31]=[C:32]=[O:33])=[CH:27][C:26]=1[C:34]([F:37])([F:36])[F:35], predict the reaction product. The product is: [Cl:24][C:25]1[CH:30]=[CH:29][C:28]([NH:31][C:32]([NH:1][C:2]2[CH:3]=[C:4]([CH:21]=[CH:22][CH:23]=2)[O:5][C:6]2[CH:18]=[CH:17][C:9]3[N:10]=[C:11]([NH:13][C:14](=[O:16])[CH3:15])[S:12][C:8]=3[C:7]=2[C:19]#[N:20])=[O:33])=[CH:27][C:26]=1[C:34]([F:35])([F:36])[F:37]. (2) Given the reactants [CH3:1][C:2]1[CH:7]=[CH:6][CH:5]=[C:4]([CH3:8])[C:3]=1[OH:9].[CH3:10][NH:11][CH3:12].[CH2:13]=O.Cl, predict the reaction product. The product is: [CH3:10][N:11]([CH2:13][C:6]1[CH:5]=[C:4]([CH3:8])[C:3]([OH:9])=[C:2]([CH3:1])[CH:7]=1)[CH3:12]. (3) Given the reactants [CH:7]1([C:7]2([C:12]#N)[CH2:11][CH2:10]CC2)[CH2:12]CC[CH2:10][CH2:11]1.[H-].C([Al+]CC(C)C)C(C)C.Cl[O-:25].[Na+].[CH3:27][C:28](=[CH:30][CH3:31])C.[CH2:32]1[CH2:36][O:35][CH2:34][CH2:33]1, predict the reaction product. The product is: [CH:32]1([C:33]2([C:34]([OH:25])=[O:35])[CH2:10][CH2:11][CH2:7][CH2:12]2)[CH2:36][CH2:31][CH2:30][CH2:28][CH2:27]1. (4) Given the reactants [F:1][C:2]1[CH:3]=[C:4]2[C:10]([C:11]3[N:12]=[N:13][C:14]4[C:19]([CH3:21])([CH3:20])[C:18](=[O:22])[N:17]([CH2:23][O:24][CH2:25][CH2:26][Si:27]([CH3:30])([CH3:29])[CH3:28])[C:15]=4[N:16]=3)=[N:9][N:8](CC3C=CC(OC)=CC=3)[C:5]2=[N:6][CH:7]=1.[N+]([O-])([O-])=O.[Ce+4].[NH4+].[N+]([O-])([O-])=O.[N+]([O-])([O-])=O.[N+]([O-])([O-])=O.[N+]([O-])([O-])=O, predict the reaction product. The product is: [F:1][C:2]1[CH:3]=[C:4]2[C:10]([C:11]3[N:12]=[N:13][C:14]4[C:19]([CH3:20])([CH3:21])[C:18](=[O:22])[N:17]([CH2:23][O:24][CH2:25][CH2:26][Si:27]([CH3:29])([CH3:28])[CH3:30])[C:15]=4[N:16]=3)=[N:9][NH:8][C:5]2=[N:6][CH:7]=1. (5) Given the reactants [C:1]1([CH2:7][CH2:8][NH2:9])[CH:6]=[CH:5][CH:4]=[CH:3][CH:2]=1.[C:10](OC(=O)C)(=[O:12])[CH3:11], predict the reaction product. The product is: [C:10]([NH:9][CH2:8][CH2:7][C:1]1[CH:6]=[CH:5][CH:4]=[CH:3][CH:2]=1)(=[O:12])[CH3:11].